The task is: Predict which catalyst facilitates the given reaction.. This data is from Catalyst prediction with 721,799 reactions and 888 catalyst types from USPTO. (1) Reactant: [CH3:1][N:2]1[CH2:8][CH2:7][CH2:6][N:5]([C:9]2[C:10]([C:23]3[CH:28]=[CH:27][CH:26]=[CH:25][CH:24]=3)=[N:11][C:12]3[C:17]([N:18]=2)=[CH:16][C:15]([C:19]([O:21]C)=[O:20])=[CH:14][CH:13]=3)[CH2:4][CH2:3]1.[OH-].[Na+].Cl. Product: [CH3:1][N:2]1[CH2:8][CH2:7][CH2:6][N:5]([C:9]2[C:10]([C:23]3[CH:28]=[CH:27][CH:26]=[CH:25][CH:24]=3)=[N:11][C:12]3[C:17]([N:18]=2)=[CH:16][C:15]([C:19]([OH:21])=[O:20])=[CH:14][CH:13]=3)[CH2:4][CH2:3]1. The catalyst class is: 24. (2) Product: [C:1]([NH:4][CH2:5][CH:6]([C:16]1[CH:43]=[CH:42][C:19]([C:20]([NH:22][C:23]2[CH:28]=[C:27]([C:29]3[CH:33]=[CH:32][S:31][CH:30]=3)[CH:26]=[CH:25][C:24]=2[NH2:34])=[O:21])=[CH:18][CH:17]=1)[C:7]([NH:9][C:10]1[CH:11]=[CH:12][CH:13]=[CH:14][CH:15]=1)=[O:8])(=[O:3])[CH3:2]. The catalyst class is: 91. Reactant: [C:1]([NH:4][CH2:5][CH:6]([C:16]1[CH:43]=[CH:42][C:19]([C:20]([NH:22][C:23]2[CH:28]=[C:27]([C:29]3[CH:33]=[CH:32][S:31][CH:30]=3)[CH:26]=[CH:25][C:24]=2[NH:34]C(=O)OC(C)(C)C)=[O:21])=[CH:18][CH:17]=1)[C:7]([NH:9][C:10]1[CH:15]=[CH:14][CH:13]=[CH:12][CH:11]=1)=[O:8])(=[O:3])[CH3:2].FC(F)(F)C(O)=O.C([O-])(O)=O.[Na+]. (3) Reactant: [NH2:1][C:2]1[N:3]=[CH:4][C:5]([C:20]2[CH:30]=[CH:29][C:23]([C:24]([N:26]([CH3:28])[CH3:27])=[O:25])=[CH:22][CH:21]=2)=[N:6][C:7]=1[C:8]1[O:9][C:10]([C:13]2[CH:18]=[CH:17][CH:16]=[CH:15][C:14]=2[OH:19])=[N:11][N:12]=1.C(=O)([O-])[O-].[K+].[K+].Br[CH2:38][CH2:39][NH:40]C(=O)OC(C)(C)C.C(O)(C(F)(F)F)=O. Product: [NH2:1][C:2]1[N:3]=[CH:4][C:5]([C:20]2[CH:30]=[CH:29][C:23]([C:24]([N:26]([CH3:28])[CH3:27])=[O:25])=[CH:22][CH:21]=2)=[N:6][C:7]=1[C:8]1[O:9][C:10]([C:13]2[CH:18]=[CH:17][CH:16]=[CH:15][C:14]=2[O:19][CH2:38][CH2:39][NH2:40])=[N:11][N:12]=1. The catalyst class is: 735. (4) Reactant: [CH2:1]([O:3][CH2:4][CH2:5][O:6][C:7]1[CH:12]=[C:11]([CH3:13])[C:10]([C:14]2[CH:19]=[CH:18][CH:17]=[C:16]([CH2:20][NH:21][C:22]3[CH:27]=[CH:26][C:25]([CH2:28][CH2:29][C:30](O)=[O:31])=[C:24]([F:33])[CH:23]=3)[CH:15]=2)=[C:9]([CH3:34])[CH:8]=1)[CH3:2].N.CO.Cl.C([N:41]=C=NCCCN)C.ON1C2C=CC=CC=2N=N1.C1CCN2C(=NCCC2)CC1.C(N(CC)CC)C.C(=O)([O-])O.[Na+]. Product: [CH2:1]([O:3][CH2:4][CH2:5][O:6][C:7]1[CH:8]=[C:9]([CH3:34])[C:10]([C:14]2[CH:19]=[CH:18][CH:17]=[C:16]([CH2:20][NH:21][C:22]3[CH:27]=[CH:26][C:25]([CH2:28][CH2:29][C:30]([NH2:41])=[O:31])=[C:24]([F:33])[CH:23]=3)[CH:15]=2)=[C:11]([CH3:13])[CH:12]=1)[CH3:2]. The catalyst class is: 10. (5) Reactant: [CH3:1][C:2]1([CH3:43])[N:6]([C:7]([O:9][C:10]([CH3:13])([CH3:12])[CH3:11])=[O:8])[C@@:5]([CH3:42])([C:14](=O)[NH:15][CH2:16][C:17](=O)[C:18]2[CH:23]=[CH:22][C:21]([O:24][CH2:25][CH2:26][O:27][CH2:28][CH2:29][C:30]3[CH:35]=[CH:34][CH:33]=[CH:32][CH:31]=3)=[C:20]([C:36]([F:39])([F:38])[F:37])[CH:19]=2)[CH2:4][O:3]1.COC1C=CC(P2(SP(C3C=CC(OC)=CC=3)(=S)S2)=[S:53])=CC=1. Product: [CH3:1][C:2]1([CH3:43])[N:6]([C:7]([O:9][C:10]([CH3:13])([CH3:12])[CH3:11])=[O:8])[C@@:5]([CH3:42])([C:14]2[S:53][C:17]([C:18]3[CH:23]=[CH:22][C:21]([O:24][CH2:25][CH2:26][O:27][CH2:28][CH2:29][C:30]4[CH:35]=[CH:34][CH:33]=[CH:32][CH:31]=4)=[C:20]([C:36]([F:39])([F:38])[F:37])[CH:19]=3)=[CH:16][N:15]=2)[CH2:4][O:3]1. The catalyst class is: 11. (6) The catalyst class is: 621. Reactant: [CH2:1]([N:8]1[CH2:13][CH2:12][C:11](=[O:14])[CH2:10][CH2:9]1)[C:2]1[CH:7]=[CH:6][CH:5]=[CH:4][CH:3]=1.OC(C)(C)[C:17]#[N:18].C([O-])([O-])=O.[K+].[K+]. Product: [CH2:1]([N:8]1[CH2:13][CH2:12][C:11]([OH:14])([C:17]#[N:18])[CH2:10][CH2:9]1)[C:2]1[CH:3]=[CH:4][CH:5]=[CH:6][CH:7]=1. (7) Reactant: [CH3:1][C:2]1([CH3:19])[N:11]2[C:12]3[CH:18]=[CH:17][CH:16]=[CH:15][C:13]=3[N:14]=[C:10]2[C:9]2[C:4](=[CH:5][CH:6]=[CH:7][CH:8]=2)[NH:3]1.F[C:21]1[CH:26]=[CH:25][CH:24]=[CH:23][CH:22]=1.CC(C)([O-])C.[Na+].C(OCC)(=O)C. Product: [CH3:1][C:2]1([CH3:19])[N:11]2[C:12]3[CH:18]=[CH:17][CH:16]=[CH:15][C:13]=3[N:14]=[C:10]2[C:9]2[C:4](=[CH:5][CH:6]=[CH:7][CH:8]=2)[N:3]1[C:21]1[CH:26]=[CH:25][CH:24]=[CH:23][CH:22]=1. The catalyst class is: 44.